The task is: Regression. Given two drug SMILES strings and cell line genomic features, predict the synergy score measuring deviation from expected non-interaction effect.. This data is from NCI-60 drug combinations with 297,098 pairs across 59 cell lines. (1) Drug 1: C1CC(=O)NC(=O)C1N2CC3=C(C2=O)C=CC=C3N. Drug 2: CCCS(=O)(=O)NC1=C(C(=C(C=C1)F)C(=O)C2=CNC3=C2C=C(C=N3)C4=CC=C(C=C4)Cl)F. Cell line: HCC-2998. Synergy scores: CSS=-5.94, Synergy_ZIP=7.47, Synergy_Bliss=3.51, Synergy_Loewe=-7.82, Synergy_HSA=-8.44. (2) Drug 1: CN(C)C1=NC(=NC(=N1)N(C)C)N(C)C. Drug 2: C1=CC=C(C=C1)NC(=O)CCCCCCC(=O)NO. Cell line: SK-MEL-28. Synergy scores: CSS=7.28, Synergy_ZIP=3.78, Synergy_Bliss=7.24, Synergy_Loewe=-14.0, Synergy_HSA=3.01.